Regression. Given a peptide amino acid sequence and an MHC pseudo amino acid sequence, predict their binding affinity value. This is MHC class I binding data. From a dataset of Peptide-MHC class I binding affinity with 185,985 pairs from IEDB/IMGT. (1) The peptide sequence is SIRDGVRAY. The MHC is HLA-A02:01 with pseudo-sequence HLA-A02:01. The binding affinity (normalized) is 0. (2) The peptide sequence is LVRDITESL. The MHC is HLA-B07:02 with pseudo-sequence HLA-B07:02. The binding affinity (normalized) is 0.660. (3) The peptide sequence is VPVWKEATTT. The MHC is HLA-A68:02 with pseudo-sequence HLA-A68:02. The binding affinity (normalized) is 0.